From a dataset of Forward reaction prediction with 1.9M reactions from USPTO patents (1976-2016). Predict the product of the given reaction. Given the reactants [CH3:1][O:2][CH:3]([O:8][CH3:9])[C:4](OC)=[O:5].[CH3:10][C:11]1[CH:18]=[CH:17][C:14]([CH2:15][NH2:16])=[CH:13][CH:12]=1, predict the reaction product. The product is: [CH3:1][O:2][CH:3]([O:8][CH3:9])[C:4]([NH:16][CH2:15][C:14]1[CH:17]=[CH:18][C:11]([CH3:10])=[CH:12][CH:13]=1)=[O:5].